From a dataset of Retrosynthesis with 50K atom-mapped reactions and 10 reaction types from USPTO. Predict the reactants needed to synthesize the given product. (1) Given the product COc1ccc2cc(-c3ccc(-c4ccccc4)[nH]3)ccc2c1, predict the reactants needed to synthesize it. The reactants are: COc1ccc2cc(C(=O)CCC(=O)c3ccccc3)ccc2c1.[NH4+]. (2) Given the product Cn1ccc2ccc(C(=O)O)cc21, predict the reactants needed to synthesize it. The reactants are: CI.O=C(O)c1ccc2cc[nH]c2c1. (3) Given the product O=C(c1ccncc1)c1cc(Br)ccc1NS(=O)(=O)c1ccc(OC(F)(F)F)cc1, predict the reactants needed to synthesize it. The reactants are: Nc1ccc(Br)cc1C(=O)c1ccncc1.O=S(=O)(Cl)c1ccc(OC(F)(F)F)cc1. (4) The reactants are: CC[Mg+].Cn1c(=O)oc2ccc(-c3cnccc3C=O)cc21. Given the product CCC(O)c1ccncc1-c1ccc2oc(=O)n(C)c2c1, predict the reactants needed to synthesize it. (5) Given the product CC[C@H](Nc1ncnc(N)c1-c1nc(C)no1)c1cc2cccc(Cl)c2c(=O)n1-c1ccccc1, predict the reactants needed to synthesize it. The reactants are: CC[C@H](N)c1cc2cccc(Cl)c2c(=O)n1-c1ccccc1.Cc1noc(-c2c(N)ncnc2Cl)n1. (6) The reactants are: CS(=O)(=O)Cl.NCC1(c2ccc(OCCCN3CCCC3)cc2)CCOCC1. Given the product CS(=O)(=O)NCC1(c2ccc(OCCCN3CCCC3)cc2)CCOCC1, predict the reactants needed to synthesize it. (7) Given the product O=C(CNC(=O)c1cccc(C(F)(F)F)c1)NC1CN(C2CCC(O)(c3cccc(O)c3)CC2)C1, predict the reactants needed to synthesize it. The reactants are: O=C(CNC(=O)c1cccc(C(F)(F)F)c1)NC1CNC1.O=C1CCC(O)(c2cccc(O)c2)CC1. (8) Given the product CC(C)(C)OC(=O)Nc1ccc(-c2cnc(N3CCOCC3)c3nc(/C=C/c4ccc5ccccc5n4)cn23)cn1, predict the reactants needed to synthesize it. The reactants are: Brc1cnc(N2CCOCC2)c2nc(/C=C/c3ccc4ccccc4n3)cn12.CC(C)(C)OC(=O)Nc1ccc(B2OC(C)(C)C(C)(C)O2)cn1.